Regression. Given a peptide amino acid sequence and an MHC pseudo amino acid sequence, predict their binding affinity value. This is MHC class II binding data. From a dataset of Peptide-MHC class II binding affinity with 134,281 pairs from IEDB. The peptide sequence is WSKDIYNYMEPYVSK. The MHC is DRB1_0901 with pseudo-sequence DRB1_0901. The binding affinity (normalized) is 0.499.